Dataset: Retrosynthesis with 50K atom-mapped reactions and 10 reaction types from USPTO. Task: Predict the reactants needed to synthesize the given product. (1) The reactants are: CCO[C@@H](Cc1ccc(OCc2nc(-c3ccc(OC(C)C)cc3)oc2C)cc1C)C(=O)OC. Given the product CCO[C@@H](Cc1ccc(OCc2nc(-c3ccc(OC(C)C)cc3)oc2C)cc1C)C(=O)O, predict the reactants needed to synthesize it. (2) Given the product CC(=O)OCc1cccc(Oc2ccccc2)c1, predict the reactants needed to synthesize it. The reactants are: CC(=O)OCc1cccc(Br)c1.Oc1ccccc1. (3) Given the product CCCCCC=C(c1ccccc1)c1ccccc1, predict the reactants needed to synthesize it. The reactants are: CCCCCC[P+](c1ccccc1)(c1ccccc1)c1ccccc1.